The task is: Predict the product of the given reaction.. This data is from Forward reaction prediction with 1.9M reactions from USPTO patents (1976-2016). (1) Given the reactants [F:1][C:2]([F:20])([F:19])[O:3][C:4]1[CH:18]=[CH:17][C:7]([CH2:8][C:9]2[CH:14]=[CH:13][C:12]([CH2:15]O)=[CH:11][CH:10]=2)=[CH:6][CH:5]=1.P(Br)(Br)[Br:22].CCOC(C)=O, predict the reaction product. The product is: [Br:22][CH2:15][C:12]1[CH:13]=[CH:14][C:9]([CH2:8][C:7]2[CH:17]=[CH:18][C:4]([O:3][C:2]([F:20])([F:19])[F:1])=[CH:5][CH:6]=2)=[CH:10][CH:11]=1. (2) Given the reactants [CH2:1]([C:4]1[C:13]([OH:14])=[CH:12][C:7]([C:8]([O:10][CH3:11])=[O:9])=[CH:6][C:5]=1[C:15]([O:17][CH3:18])=[O:16])[CH:2]=[CH2:3].C([O-])([O-])=O.[Cs+].[Cs+].[CH2:25](Br)[C:26]1[CH:31]=[CH:30][CH:29]=[CH:28][CH:27]=1.O, predict the reaction product. The product is: [CH2:1]([C:4]1[C:13]([O:14][CH2:25][C:26]2[CH:31]=[CH:30][CH:29]=[CH:28][CH:27]=2)=[CH:12][C:7]([C:8]([O:10][CH3:11])=[O:9])=[CH:6][C:5]=1[C:15]([O:17][CH3:18])=[O:16])[CH:2]=[CH2:3]. (3) Given the reactants CC1(C)[CH2:7][CH2:6][CH:5]([C:8]2[CH:13]=[CH:12][CH:11]=[CH:10][C:9]=2[N:14]2[CH2:19][CH2:18][NH:17][CH2:16][CH2:15]2)[CH2:4][CH2:3]1.[CH2:21](N(CC)CC)C.[C:28](Cl)(=[O:32])[CH2:29][CH2:30][CH3:31].C(=O)([O-])O.[Na+].O1[CH2:43][CH2:42][CH2:41][CH2:40]1, predict the reaction product. The product is: [CH2:41]([C:42]1([CH2:43][CH3:21])[CH2:7][CH2:6][CH:5]([C:8]2[CH:13]=[CH:12][CH:11]=[CH:10][C:9]=2[N:14]2[CH2:15][CH2:16][N:17]([C:28](=[O:32])[CH2:29][CH2:30][CH3:31])[CH2:18][CH2:19]2)[CH2:4][CH2:3]1)[CH3:40]. (4) The product is: [CH3:3][C:4]1([CH3:18])[CH:9]([NH:2][CH3:1])[CH2:8][CH2:7][N:6]([C:11]([O:13][C:14]([CH3:17])([CH3:16])[CH3:15])=[O:12])[CH2:5]1. Given the reactants [CH3:1][NH2:2].[CH3:3][C:4]1([CH3:18])[C:9](=O)[CH2:8][CH2:7][N:6]([C:11]([O:13][C:14]([CH3:17])([CH3:16])[CH3:15])=[O:12])[CH2:5]1.C(O)(=O)C.C(O[BH-](OC(=O)C)OC(=O)C)(=O)C.[Na+], predict the reaction product. (5) Given the reactants [C:1]([O:5][C:6]([N:8]1[CH2:13][CH2:12][C@H:11]([NH:14][C:15]([O:17][CH2:18][C:19]2[CH:24]=[CH:23][CH:22]=[CH:21][CH:20]=2)=[O:16])[C@H:10]([NH2:25])[CH2:9]1)=[O:7])([CH3:4])([CH3:3])[CH3:2].C(N(CC)CC)C.[O:33]=[C:34]1[CH:39]=[CH:38][CH:37]=[CH:36][N:35]1[C:40]1[CH:48]=[CH:47][C:43]([C:44](Cl)=[O:45])=[CH:42][CH:41]=1, predict the reaction product. The product is: [C:1]([O:5][C:6]([N:8]1[CH2:13][CH2:12][C@H:11]([NH:14][C:15]([O:17][CH2:18][C:19]2[CH:20]=[CH:21][CH:22]=[CH:23][CH:24]=2)=[O:16])[C@H:10]([NH:25][C:44](=[O:45])[C:43]2[CH:42]=[CH:41][C:40]([N:35]3[CH:36]=[CH:37][CH:38]=[CH:39][C:34]3=[O:33])=[CH:48][CH:47]=2)[CH2:9]1)=[O:7])([CH3:4])([CH3:2])[CH3:3]. (6) Given the reactants [C:1]1([S:7][C:8]2[CH:13]=[CH:12][C:11]([C:14]([CH3:17])([CH3:16])[CH3:15])=[CH:10][CH:9]=2)[CH:6]=[CH:5][CH:4]=[CH:3][CH:2]=1.[OH:18]O.C1(C)C=CC=CC=1, predict the reaction product. The product is: [C:1]1([S:7]([C:8]2[CH:9]=[CH:10][C:11]([C:14]([CH3:17])([CH3:16])[CH3:15])=[CH:12][CH:13]=2)=[O:18])[CH:2]=[CH:3][CH:4]=[CH:5][CH:6]=1. (7) The product is: [F:19][C:18]1[C:13]([N:5]2[CH:6]=[C:7]([C:8]([O:10][CH:11]([CH3:26])[CH3:12])=[O:9])[C:3]([CH2:2][O:22][CH:21]([CH3:23])[CH3:20])=[N:4]2)=[N:14][CH:15]=[CH:16][CH:17]=1. Given the reactants Br[CH2:2][C:3]1[C:7]([C:8]([O:10][CH2:11][CH3:12])=[O:9])=[CH:6][N:5]([C:13]2[C:18]([F:19])=[CH:17][CH:16]=[CH:15][N:14]=2)[N:4]=1.[CH3:20][CH:21]([CH3:23])[O-:22].[Li+].[Li].[CH3:26]C(O)C, predict the reaction product. (8) Given the reactants [CH:1]1([C:4](=O)[CH2:5][C:6]#[N:7])[CH2:3][CH2:2]1.Cl.[CH3:10][O:11][CH2:12][CH2:13][NH:14][NH2:15], predict the reaction product. The product is: [CH:1]1([C:4]2[CH:5]=[C:6]([NH2:7])[N:14]([CH2:13][CH2:12][O:11][CH3:10])[N:15]=2)[CH2:3][CH2:2]1.